From a dataset of Reaction yield outcomes from USPTO patents with 853,638 reactions. Predict the reaction yield, written as a fraction of the theoretical maximum amount of product (1.0 means a 100% yield; for example, 0.34 means a 34% yield). (1) The yield is 0.670. The product is [NH2:8][C@H:9]([CH2:13][CH:14]([CH3:15])[CH3:16])[C:10]([NH:20][C:19]1[CH:21]=[C:22]([F:30])[C:23]([C:25]2[O:29][CH:28]=[N:27][CH:26]=2)=[CH:24][C:18]=1[F:17])=[O:12]. The reactants are C(OC([NH:8][C@H:9]([CH2:13][CH:14]([CH3:16])[CH3:15])[C:10]([OH:12])=O)=O)(C)(C)C.[F:17][C:18]1[CH:24]=[C:23]([C:25]2[O:29][CH:28]=[N:27][CH:26]=2)[C:22]([F:30])=[CH:21][C:19]=1[NH2:20]. No catalyst specified. (2) The reactants are C[O:2][C:3](=[O:24])[CH:4]([C:11]1[CH:16]=[CH:15][C:14]([S:17]([CH3:20])(=[O:19])=[O:18])=[C:13]([N+:21]([O-:23])=[O:22])[CH:12]=1)[CH2:5][CH:6]1[CH2:10][CH2:9][CH2:8][CH2:7]1.[OH-].[Li+]. The catalyst is O1CCCC1. The product is [CH:6]1([CH2:5][CH:4]([C:11]2[CH:16]=[CH:15][C:14]([S:17]([CH3:20])(=[O:19])=[O:18])=[C:13]([N+:21]([O-:23])=[O:22])[CH:12]=2)[C:3]([OH:24])=[O:2])[CH2:10][CH2:9][CH2:8][CH2:7]1. The yield is 0.870.